Dataset: Full USPTO retrosynthesis dataset with 1.9M reactions from patents (1976-2016). Task: Predict the reactants needed to synthesize the given product. The reactants are: [O:1]1[C:5]2([CH2:10][CH2:9][CH:8]([N:11]3[CH:15]=[C:14]([C:16]4[C:24]5[C:19](=[CH:20][C:21]([F:25])=[CH:22][CH:23]=5)[N:18](S(C5C=CC=CC=5)(=O)=O)[CH:17]=4)[CH:13]=[N:12]3)[CH2:7][CH2:6]2)[O:4][CH2:3][CH2:2]1.FC1C=C2C(C(C3C=NN([C@H]4C[C@H](C(O)=O)C4)C=3)=CN2S(C2C=CC=CC=2)(=O)=O)=CC=1.[OH-].[Na+]. Given the product [O:1]1[C:5]2([CH2:6][CH2:7][CH:8]([N:11]3[CH:15]=[C:14]([C:16]4[C:24]5[C:19](=[CH:20][C:21]([F:25])=[CH:22][CH:23]=5)[NH:18][CH:17]=4)[CH:13]=[N:12]3)[CH2:9][CH2:10]2)[O:4][CH2:3][CH2:2]1, predict the reactants needed to synthesize it.